Task: Predict the reactants needed to synthesize the given product.. Dataset: Full USPTO retrosynthesis dataset with 1.9M reactions from patents (1976-2016) (1) Given the product [C:1]([C:3]1[CH:4]=[C:5]([C:9]2[N:10]=[CH:11][NH:12][CH:13]=2)[CH:6]=[CH:7][CH:8]=1)#[N:2], predict the reactants needed to synthesize it. The reactants are: [C:1]([C:3]1[CH:4]=[C:5]([C:9]2[N:10]=[CH:11][N:12](C(C3C=CC=CC=3)(C3C=CC=CC=3)C3C=CC=CC=3)[CH:13]=2)[CH:6]=[CH:7][CH:8]=1)#[N:2].Cl. (2) Given the product [CH3:16][O:6][C:4](=[O:5])[C:3]1[CH:7]=[CH:8][C:9]([OH:11])=[CH:10][C:2]=1[F:1], predict the reactants needed to synthesize it. The reactants are: [F:1][C:2]1[CH:10]=[C:9]([O:11]COC)[CH:8]=[CH:7][C:3]=1[C:4]([OH:6])=[O:5].Cl.[CH3:16]O. (3) Given the product [OH:1][C@H:2]([C@@H:18]([NH:26][C:27](=[O:48])[C@@H:28]([N:33]1[CH2:37][CH2:36][N:35]([CH2:38][C:39]2[N:40]=[C:41]([CH2:44][O:45][CH3:46])[S:42][CH:43]=2)[C:34]1=[O:47])[C@@H:29]([CH3:32])[CH2:30][CH3:31])[CH2:19][C:20]1[CH:25]=[CH:24][CH:23]=[CH:22][CH:21]=1)[CH2:3][N:4]([CH2:49][CH2:50][CH:51]([CH3:53])[CH3:52])[NH:5][C:6]([C@@H:8]([NH:13][C:14](=[O:17])[O:15][CH3:16])[C:9]([CH3:11])([CH3:10])[CH3:12])=[O:7], predict the reactants needed to synthesize it. The reactants are: [OH:1][C@H:2]([C@@H:18]([NH:26][C:27](=[O:48])[C@@H:28]([N:33]1[CH2:37][CH2:36][N:35]([CH2:38][C:39]2[N:40]=[C:41]([CH2:44][O:45][CH3:46])[S:42][CH:43]=2)[C:34]1=[O:47])[C@@H:29]([CH3:32])[CH2:30][CH3:31])[CH2:19][C:20]1[CH:25]=[CH:24][CH:23]=[CH:22][CH:21]=1)[CH2:3][NH:4][NH:5][C:6]([C@@H:8]([NH:13][C:14](=[O:17])[O:15][CH3:16])[C:9]([CH3:12])([CH3:11])[CH3:10])=[O:7].[CH:49](=O)[CH2:50][CH:51]([CH3:53])[CH3:52].C(O)(=O)C.C(O[BH-](OC(=O)C)OC(=O)C)(=O)C.[Na+]. (4) Given the product [O:10]=[C:9]1[CH:3]([NH:2][C:18](=[O:19])[C@@H:16]([N:15]([CH3:21])[C:22](=[O:23])[O:24][C:25]([CH3:26])([CH3:28])[CH3:27])[CH3:17])[CH2:4][S:5][C:6]2[CH:14]=[CH:13][CH:12]=[CH:11][C:7]=2[NH:8]1, predict the reactants needed to synthesize it. The reactants are: Cl.[NH2:2][CH:3]1[C:9](=[O:10])[NH:8][C:7]2[CH:11]=[CH:12][CH:13]=[CH:14][C:6]=2[S:5][CH2:4]1.[N:15]([C:22]([O:24][C:25]([CH3:28])([CH3:27])[CH3:26])=[O:23])([CH3:21])[C@H:16]([C:18](O)=[O:19])[CH3:17].CN(C(ON1N=NC2C=CC=CC1=2)=[N+](C)C)C.F[P-](F)(F)(F)(F)F. (5) Given the product [Cl:16][C:14]1[CH:15]=[C:10]([NH:6][C:3]2[CH:4]=[CH:5][O:1][N:2]=2)[C:11]2[N:12]([C:17]([C:20]([NH:22][C:23]3[CH:28]=[CH:27][N:26]=[CH:25][C:24]=3[F:29])=[O:21])=[CH:18][N:19]=2)[N:13]=1, predict the reactants needed to synthesize it. The reactants are: [O:1]1[CH:5]=[CH:4][C:3]([NH2:6])=[N:2]1.[H-].[Na+].Br[C:10]1[C:11]2[N:12]([C:17]([C:20]([NH:22][C:23]3[CH:28]=[CH:27][N:26]=[CH:25][C:24]=3[F:29])=[O:21])=[CH:18][N:19]=2)[N:13]=[C:14]([Cl:16])[CH:15]=1.CN(C=O)C. (6) Given the product [OH:1][C:2]([CH3:30])([CH3:31])[C@H:3]([NH:5][C:6]([C:8]1[C:16]2[C:11](=[N:12][CH:13]=[C:14]([C:17]3[S:18][CH:19]=[CH:20][N:21]=3)[N:15]=2)[NH:10][CH:9]=1)=[O:7])[CH3:4], predict the reactants needed to synthesize it. The reactants are: [OH:1][C:2]([CH3:31])([CH3:30])[C@H:3]([NH:5][C:6]([C:8]1[C:16]2[C:11](=[N:12][CH:13]=[C:14]([C:17]3[S:18][CH:19]=[CH:20][N:21]=3)[N:15]=2)[N:10](COCC[Si](C)(C)C)[CH:9]=1)=[O:7])[CH3:4].OC(C)(C)[C@H](NC(C1C2C(=NC=C(C3C=NN(CC)C=3)N=2)N(COCC[Si](C)(C)C)C=1)=O)C. (7) Given the product [CH2:1]([O:3][C:4]1[CH:9]=[CH:8][CH:7]=[CH:6][N:5]=1)[CH3:2].[Li+:10].[C:22]([S:19]([N-:18][S:15]([C:11]([F:14])([F:13])[F:12])(=[O:17])=[O:16])(=[O:20])=[O:21])([F:24])([F:23])[F:25], predict the reactants needed to synthesize it. The reactants are: [CH2:1]([O:3][C:4]1[CH:9]=[CH:8][CH:7]=[CH:6][N:5]=1)[CH3:2].[Li+:10].[C:11]([S:15]([N-:18][S:19]([C:22]([F:25])([F:24])[F:23])(=[O:21])=[O:20])(=[O:17])=[O:16])([F:14])([F:13])[F:12]. (8) Given the product [OH:6][C@@H:5]([CH2:4][OH:3])[CH2:7][N:8]1[C:13](=[O:14])[C:12]2[C:15]([NH:22][C:23]3[CH:28]=[CH:27][C:26]([I:29])=[CH:25][C:24]=3[F:30])=[C:16]([F:21])[C:17](=[O:20])[N:18]([CH3:19])[C:11]=2[N:10]=[CH:9]1, predict the reactants needed to synthesize it. The reactants are: CC1(C)[O:6][C@H:5]([CH2:7][N:8]2[C:13](=[O:14])[C:12]3[C:15]([NH:22][C:23]4[CH:28]=[CH:27][C:26]([I:29])=[CH:25][C:24]=4[F:30])=[C:16]([F:21])[C:17](=[O:20])[N:18]([CH3:19])[C:11]=3[N:10]=[CH:9]2)[CH2:4][O:3]1.S(=O)(=O)(O)O. (9) Given the product [NH:17]([C:2]1[N:6]([CH2:7][C:8]2[CH:13]=[CH:12][C:11]([O:14][CH3:15])=[CH:10][CH:9]=2)[N:5]=[N:4][N:3]=1)[NH2:18], predict the reactants needed to synthesize it. The reactants are: Br[C:2]1[N:6]([CH2:7][C:8]2[CH:13]=[CH:12][C:11]([O:14][CH3:15])=[CH:10][CH:9]=2)[N:5]=[N:4][N:3]=1.O.[NH2:17][NH2:18].